This data is from TCR-epitope binding with 47,182 pairs between 192 epitopes and 23,139 TCRs. The task is: Binary Classification. Given a T-cell receptor sequence (or CDR3 region) and an epitope sequence, predict whether binding occurs between them. (1) The epitope is GTHWFVTQR. The TCR CDR3 sequence is CSVEDPGGDSELETQYF. Result: 0 (the TCR does not bind to the epitope). (2) The epitope is LLQTGIHVRVSQPSL. The TCR CDR3 sequence is CASSQLDPGPSYEQYF. Result: 0 (the TCR does not bind to the epitope). (3) The epitope is TEILPVSMTK. The TCR CDR3 sequence is CASSITGLGTEAFF. Result: 0 (the TCR does not bind to the epitope). (4) The epitope is TEKSNIIRGW. The TCR CDR3 sequence is CASSPDFGGNEQYF. Result: 0 (the TCR does not bind to the epitope). (5) The epitope is RPRGEVRFL. The TCR CDR3 sequence is CASSFVAGVDTQYF. Result: 0 (the TCR does not bind to the epitope). (6) The epitope is AVFDRKSDAK. The TCR CDR3 sequence is CASSLGGGLGNEQFF. Result: 1 (the TCR binds to the epitope). (7) The epitope is RPRGEVRFL. The TCR CDR3 sequence is CSAEPGTSGRDDLTQYF. Result: 0 (the TCR does not bind to the epitope).